This data is from Forward reaction prediction with 1.9M reactions from USPTO patents (1976-2016). The task is: Predict the product of the given reaction. Given the reactants [C:1]1([C:21]2[CH:26]=[CH:25][CH:24]=[CH:23][CH:22]=2)[CH:6]=[CH:5][C:4]([C:7]([N:9]2[CH2:13][C:12](=[N:14][O:15][CH3:16])[CH2:11][C@H:10]2[C:17](=[N:19][OH:20])[NH2:18])=[O:8])=[CH:3][CH:2]=1.[S:27]1[CH:31]=[CH:30][C:29]([C:32](O)=O)=[CH:28]1, predict the reaction product. The product is: [CH3:16][O:15][N:14]=[C:12]1[CH2:11][C@@H:10]([C:17]2[N:18]=[C:32]([C:29]3[CH:30]=[CH:31][S:27][CH:28]=3)[O:20][N:19]=2)[N:9]([C:7]([C:4]2[CH:3]=[CH:2][C:1]([C:21]3[CH:26]=[CH:25][CH:24]=[CH:23][CH:22]=3)=[CH:6][CH:5]=2)=[O:8])[CH2:13]1.